Dataset: Reaction yield outcomes from USPTO patents with 853,638 reactions. Task: Predict the reaction yield, written as a fraction of the theoretical maximum amount of product (1.0 means a 100% yield; for example, 0.34 means a 34% yield). (1) The reactants are [F:1][C:2]1[CH:37]=[CH:36][C:5]([CH2:6][C@H:7]2[CH2:11][N:10](C(OC(C)(C)C)=O)[C@H:9]([C:19](=[O:35])[NH:20][C:21]3[CH:26]=[CH:25][C:24]([O:27][C:28]4[CH:33]=[CH:32][C:31]([F:34])=[CH:30][CH:29]=4)=[CH:23][CH:22]=3)[CH2:8]2)=[C:4]([CH3:38])[CH:3]=1.[F:39][C:40]([F:45])([F:44])[C:41]([OH:43])=[O:42]. The catalyst is C(Cl)Cl. The product is [F:39][C:40]([F:45])([F:44])[C:41]([OH:43])=[O:42].[F:1][C:2]1[CH:37]=[CH:36][C:5]([CH2:6][C@H:7]2[CH2:11][NH:10][C@H:9]([C:19]([NH:20][C:21]3[CH:26]=[CH:25][C:24]([O:27][C:28]4[CH:33]=[CH:32][C:31]([F:34])=[CH:30][CH:29]=4)=[CH:23][CH:22]=3)=[O:35])[CH2:8]2)=[C:4]([CH3:38])[CH:3]=1. The yield is 1.00. (2) The reactants are [C:1]([C:5]1[CH:21]=[CH:20][C:8]([CH2:9][C:10]2[O:14][N:13]=[C:12]([C:15]([O:17]CC)=O)[N:11]=2)=[CH:7][CH:6]=1)([CH3:4])([CH3:3])[CH3:2].Cl.[Cl:23][C:24]1[CH:25]=[C:26]2[C:30](=[CH:31][CH:32]=1)[NH:29][CH:28]=[C:27]2[CH2:33][CH2:34][NH2:35].CN(C(ON1N=NC2C=CC=NC1=2)=[N+](C)C)C.F[P-](F)(F)(F)(F)F.C(N(CC)C(C)C)(C)C. The catalyst is CO.CN(C=O)C. The product is [C:1]([C:5]1[CH:6]=[CH:7][C:8]([CH2:9][C:10]2[O:14][N:13]=[C:12]([C:15]([NH:35][CH2:34][CH2:33][C:27]3[C:26]4[C:30](=[CH:31][CH:32]=[C:24]([Cl:23])[CH:25]=4)[NH:29][CH:28]=3)=[O:17])[N:11]=2)=[CH:20][CH:21]=1)([CH3:2])([CH3:3])[CH3:4]. The yield is 0.220. (3) The reactants are [F:1][C:2]1[C:3]([N:9]2[CH:13]=[C:12]([C:14]([O:16]C)=[O:15])[N:11]=[CH:10]2)=[N:4][CH:5]=[CH:6][C:7]=1[CH3:8].N1C=C(C(OC)=O)N=C1.BrC1C(F)=C(C)C=CN=1.C(=O)([O-])[O-].[K+].[K+]. The catalyst is CS(C)=O.[Cu]I. The product is [F:1][C:2]1[C:3]([N:9]2[CH:13]=[C:12]([C:14]([OH:16])=[O:15])[N:11]=[CH:10]2)=[N:4][CH:5]=[CH:6][C:7]=1[CH3:8]. The yield is 0.0300. (4) The reactants are [CH3:1][N:2]([CH3:16])[CH2:3][CH2:4][O:5][C:6]1[CH:7]=[C:8]([CH:13]=[CH:14][CH:15]=1)[C:9]([O:11]C)=O.[NH2:17][CH2:18][CH:19]([OH:31])[CH2:20][N:21]1[CH2:30][CH2:29][C:28]2[C:23](=[CH:24][CH:25]=[CH:26][CH:27]=2)[CH2:22]1. The catalyst is CCO. The product is [CH2:22]1[C:23]2[C:28](=[CH:27][CH:26]=[CH:25][CH:24]=2)[CH2:29][CH2:30][N:21]1[CH2:20][CH:19]([OH:31])[CH2:18][NH:17][C:9](=[O:11])[C:8]1[CH:13]=[CH:14][CH:15]=[C:6]([O:5][CH2:4][CH2:3][N:2]([CH3:1])[CH3:16])[CH:7]=1. The yield is 0.0640. (5) The reactants are C([O:3][C:4]([C:6]1[NH:7][C:8]2[C:13]([CH:14]=1)=[CH:12][C:11]([C:15]([N:17]1[CH2:23][C:22]3([CH3:25])[CH2:24][CH:18]1[CH2:19][C:20]([CH3:27])([CH3:26])[CH2:21]3)=[O:16])=[CH:10][CH:9]=2)=[O:5])C.[OH-].[Na+].Cl. The catalyst is C(O)C. The product is [CH3:25][C:22]12[CH2:24][CH:18]([N:17]([C:15]([C:11]3[CH:12]=[C:13]4[C:8](=[CH:9][CH:10]=3)[NH:7][C:6]([C:4]([OH:5])=[O:3])=[CH:14]4)=[O:16])[CH2:23]1)[CH2:19][C:20]([CH3:27])([CH3:26])[CH2:21]2. The yield is 1.00.